From a dataset of Reaction yield outcomes from USPTO patents with 853,638 reactions. Predict the reaction yield, written as a fraction of the theoretical maximum amount of product (1.0 means a 100% yield; for example, 0.34 means a 34% yield). The reactants are [C:1]([O:5][C:6]([N:8]1[CH2:13][CH2:12][N:11]([C:14]2[CH:19]=[CH:18][C:17]([NH:20][C:21]3[N:26]=[C:25]([CH2:27][CH2:28][C:29]4[CH:30]=[C:31]([CH:35]=[CH:36][CH:37]=4)[C:32]([O-:34])=O)[C:24]([C:38]([F:41])([F:40])[F:39])=[CH:23][N:22]=3)=[CH:16][CH:15]=2)[CH2:10][CH2:9]1)=[O:7])([CH3:4])([CH3:3])[CH3:2].[Li+].O[N:44]1C2C=CC=CC=2N=N1.CCN=C=NCCCN(C)C.Cl.C(N(CC)C(C)C)(C)C.C(=O)([O-])[O-].[NH4+].[NH4+]. The catalyst is C1COCC1.CN(C=O)C. The product is [C:32]([C:31]1[CH:30]=[C:29]([CH:37]=[CH:36][CH:35]=1)[CH2:28][CH2:27][C:25]1[C:24]([C:38]([F:41])([F:39])[F:40])=[CH:23][N:22]=[C:21]([NH:20][C:17]2[CH:16]=[CH:15][C:14]([N:11]3[CH2:12][CH2:13][N:8]([C:6]([O:5][C:1]([CH3:2])([CH3:4])[CH3:3])=[O:7])[CH2:9][CH2:10]3)=[CH:19][CH:18]=2)[N:26]=1)(=[O:34])[NH2:44]. The yield is 0.740.